Dataset: Full USPTO retrosynthesis dataset with 1.9M reactions from patents (1976-2016). Task: Predict the reactants needed to synthesize the given product. (1) Given the product [CH2:16]([NH:15][C:13]([C:12]1[C:7]([NH:6][CH2:5][C:4]2[CH:26]=[CH:27][C:28]([O:29][CH3:30])=[C:2]([Cl:1])[CH:3]=2)=[N:8][C:9]([N:47]2[CH:45]3[CH2:44][CH2:43][CH:42]2[CH2:41][C:40](=[O:39])[CH2:46]3)=[N:10][CH:11]=1)=[O:14])[C:17]1[CH:37]=[CH:36][CH:52]=[CH:48][CH:49]=1, predict the reactants needed to synthesize it. The reactants are: [Cl:1][C:2]1[CH:3]=[C:4]([CH:26]=[CH:27][C:28]=1[O:29][CH3:30])[CH2:5][NH:6][C:7]1[C:12]([C:13]([NH:15][CH2:16][C:17]2N=CC=CN=2)=[O:14])=[CH:11][N:10]=[C:9](S(C)=O)[N:8]=1.C(N([CH2:36][CH3:37])CC)C.Cl.[O:39]=[C:40]1[CH2:46][CH:45]2[NH:47][CH:42]([CH2:43][CH2:44]2)[CH2:41]1.[CH2:48]1[CH2:52]OC[CH2:49]1. (2) Given the product [NH2:7][CH2:8][CH2:9][NH:10][C:11]1[CH:12]=[C:13]2[C:18](=[CH:19][C:20]=1[N+:21]([O-:23])=[O:22])[NH:17][C:16](=[O:24])[N:15]([NH:25][S:26]([CH3:29])(=[O:28])=[O:27])[C:14]2=[O:30], predict the reactants needed to synthesize it. The reactants are: C(OC(=O)[NH:7][CH2:8][CH2:9][NH:10][C:11]1[CH:12]=[C:13]2[C:18](=[CH:19][C:20]=1[N+:21]([O-:23])=[O:22])[NH:17][C:16](=[O:24])[N:15]([NH:25][S:26]([CH3:29])(=[O:28])=[O:27])[C:14]2=[O:30])(C)(C)C.FC(F)(F)C(O)=O. (3) Given the product [CH3:1][C@@H:2]1[N:7]2[C:8]3[N:14]=[C:13]([C:15]([OH:17])=[O:16])[CH:12]=[CH:11][C:9]=3[CH:10]=[C:6]2[C:5](=[O:18])[NH:4][CH2:3]1, predict the reactants needed to synthesize it. The reactants are: [CH3:1][C@H:2]1[N:7]2[C:8]3[N:14]=[C:13]([C:15]([OH:17])=[O:16])[CH:12]=[CH:11][C:9]=3[CH:10]=[C:6]2[C:5](=[O:18])[NH:4][CH2:3]1.NC[C@H](O)C. (4) The reactants are: [CH3:1][O:2][C:3]1[CH:8]=[CH:7][C:6]([Mg]Br)=[CH:5][CH:4]=1.[Cl:11][C:12]1[CH:13]=[C:14]2[C:18](=[CH:19][CH:20]=1)[NH:17][C:16](=[O:21])[C:15]2=[O:22]. Given the product [Cl:11][C:12]1[CH:13]=[C:14]2[C:18](=[CH:19][CH:20]=1)[NH:17][C:16](=[O:21])[C:15]2([OH:22])[C:6]1[CH:7]=[CH:8][C:3]([O:2][CH3:1])=[CH:4][CH:5]=1, predict the reactants needed to synthesize it. (5) Given the product [NH2:7][C:8]1[N:16]=[C:15]([O:3][CH2:2][CH2:1][OH:4])[CH:14]=[CH:13][C:9]=1[C:10]([OH:12])=[O:11], predict the reactants needed to synthesize it. The reactants are: [CH2:1]([OH:4])[CH2:2][OH:3].[H-].[Na+].[NH2:7][C:8]1[N:16]=[C:15](Cl)[CH:14]=[CH:13][C:9]=1[C:10]([OH:12])=[O:11].N.